Dataset: Full USPTO retrosynthesis dataset with 1.9M reactions from patents (1976-2016). Task: Predict the reactants needed to synthesize the given product. (1) Given the product [C:25]([CH2:24][NH:23][C:21](=[O:22])[C@H:16]([CH2:17][CH:18]([CH3:19])[CH3:20])[NH:15][CH:10]([C:7]1[CH:8]=[CH:9][C:4]([C:2]([N:31]2[CH2:32][CH2:33][N:28]([CH3:27])[CH2:29][CH2:30]2)=[O:1])=[CH:5][CH:6]=1)[C:11]([F:14])([F:12])[F:13])#[N:26], predict the reactants needed to synthesize it. The reactants are: [OH:1][C:2]([C:4]1[CH:9]=[CH:8][C:7]([CH:10]([NH:15][C@H:16]([C:21]([NH:23][CH2:24][C:25]#[N:26])=[O:22])[CH2:17][CH:18]([CH3:20])[CH3:19])[C:11]([F:14])([F:13])[F:12])=[CH:6][CH:5]=1)=O.[CH3:27][N:28]1[CH2:33][CH2:32][NH:31][CH2:30][CH2:29]1.C(N(CC)CC)C. (2) Given the product [Br:22][C:23]1[CH:24]=[CH:25][C:26]([CH3:30])=[C:27]([CH:28]=1)[O:29][C:32]1[S:33][CH:34]=[C:35]([C:37]([NH:39][C:40]2[C:41]([O:62][CH3:63])=[N:42][C:43]([NH:48][CH2:49][CH2:50][N:51]([CH:59]([CH3:60])[CH3:61])[C:52](=[O:58])[O:53][C:54]([CH3:56])([CH3:57])[CH3:55])=[N:44][C:45]=2[O:46][CH3:47])=[O:38])[N:36]=1, predict the reactants needed to synthesize it. The reactants are: C(C1C=C(C=CC=1)OC1OC=C(C(OCC)=O)N=1)(C)(C)C.[Br:22][C:23]1[CH:24]=[CH:25][C:26]([CH3:30])=[C:27]([OH:29])[CH:28]=1.Br[C:32]1[S:33][CH:34]=[C:35]([C:37]([NH:39][C:40]2[C:41]([O:62][CH3:63])=[N:42][C:43]([NH:48][CH2:49][CH2:50][N:51]([CH:59]([CH3:61])[CH3:60])[C:52](=[O:58])[O:53][C:54]([CH3:57])([CH3:56])[CH3:55])=[N:44][C:45]=2[O:46][CH3:47])=[O:38])[N:36]=1. (3) Given the product [NH2:9][C:7]1[CH:6]=[CH:5][C:4]([P:12]([C:17]2[CH:18]=[CH:19][CH:20]=[CH:21][CH:22]=2)(=[O:16])[O:13][CH2:14][CH3:15])=[C:3]([O:2][CH3:1])[CH:8]=1, predict the reactants needed to synthesize it. The reactants are: [CH3:1][O:2][C:3]1[CH:8]=[C:7]([N+:9]([O-])=O)[CH:6]=[CH:5][C:4]=1[P:12]([C:17]1[CH:22]=[CH:21][CH:20]=[CH:19][CH:18]=1)(=[O:16])[O:13][CH2:14][CH3:15].